Dataset: Full USPTO retrosynthesis dataset with 1.9M reactions from patents (1976-2016). Task: Predict the reactants needed to synthesize the given product. (1) Given the product [C:18]([O:21][C@@H:22]1[C@@H:44]([O:45][C:46](=[O:48])[CH3:47])[C@H:43]([O:49][C:50](=[O:52])[CH3:51])[C@@H:42]([CH2:53][O:54][C:55](=[O:57])[CH3:56])[O:41][C@H:23]1[O:24][C:25]1[CH:30]=[CH:29][CH:28]=[CH:27][C:26]=1[CH2:31][C:32]1[CH:33]=[CH:34][C:35]([CH2:38][C:39]#[N:40])=[CH:36][CH:37]=1)(=[O:20])[CH3:19].[O:1]([C:2]1[CH:17]=[CH:16][CH:15]=[CH:14][C:3]=1[CH2:4][C:5]1[CH:10]=[CH:9][C:8]([CH2:11][C:12]#[N:13])=[CH:7][CH:6]=1)[C@@H:23]1[O:41][C@H:42]([CH2:53][OH:54])[C@@H:43]([OH:49])[C@H:44]([OH:45])[C@H:22]1[OH:21], predict the reactants needed to synthesize it. The reactants are: [OH:1][C:2]1[CH:17]=[CH:16][CH:15]=[CH:14][C:3]=1[CH2:4][C:5]1[CH:10]=[CH:9][C:8]([CH2:11][C:12]#[N:13])=[CH:7][CH:6]=1.[C:18]([O:21][C@@H:22]1[C@@H:44]([O:45][C:46](=[O:48])[CH3:47])[C@H:43]([O:49][C:50](=[O:52])[CH3:51])[C@@H:42]([CH2:53][O:54][C:55](=[O:57])[CH3:56])[O:41][C@H:23]1[O:24][C:25]1[CH:30]=[CH:29][CH:28]=[CH:27][C:26]=1[CH2:31][C:32]1[CH:37]=[CH:36][C:35]([CH2:38][C:39]#[N:40])=[CH:34][CH:33]=1)(=[O:20])[CH3:19]. (2) Given the product [F:31][C:8]1[CH:9]=[C:10]([O:13][CH2:14][C:15]2[S:16][C:17]([CH2:22][OH:23])=[C:18]([O:20][CH3:21])[CH:19]=2)[CH:11]=[CH:12][C:7]=1[CH2:6][CH2:5][C:4]([O:3][CH2:1][CH3:2])=[O:32], predict the reactants needed to synthesize it. The reactants are: [CH2:1]([O:3][C:4](=[O:32])[CH2:5][CH2:6][C:7]1[CH:12]=[CH:11][C:10]([O:13][CH2:14][C:15]2[S:16][C:17]([C:22](C)(C)[O:23][SiH2]C(C)(C)C)=[C:18]([O:20][CH3:21])[CH:19]=2)=[CH:9][C:8]=1[F:31])[CH3:2].[F-].C([N+](CCCC)(CCCC)CCCC)CCC. (3) Given the product [CH:14]1([C:6]2[CH:5]=[C:4]([CH2:3][OH:2])[CH:9]=[CH:8][C:7]=2[C:10]([F:12])([F:13])[F:11])[CH2:15][CH2:16][CH2:17][CH2:18]1, predict the reactants needed to synthesize it. The reactants are: C[O:2][C:3](=O)[C:4]1[CH:9]=[CH:8][C:7]([C:10]([F:13])([F:12])[F:11])=[C:6]([CH:14]2[CH2:18][CH2:17][CH2:16][CH2:15]2)[CH:5]=1.[BH4-].[Li+].Cl. (4) Given the product [CH3:13][C:14]1[CH:23]=[C:22]([CH2:24][N:25]2[C:33]3[C:28](=[CH:29][C:30]([C:34]([NH:1][C:2]4([CH2:8][C:9]([O:11][CH3:12])=[O:10])[CH2:3][CH2:4][O:5][CH2:6][CH2:7]4)=[O:35])=[CH:31][CH:32]=3)[CH:27]=[CH:26]2)[C:21]2[CH2:20][CH:19]=[CH:18][CH2:17][C:16]=2[N:15]=1, predict the reactants needed to synthesize it. The reactants are: [NH2:1][C:2]1([CH2:8][C:9]([O:11][CH3:12])=[O:10])[CH2:7][CH2:6][O:5][CH2:4][CH2:3]1.[CH3:13][C:14]1[CH:23]=[C:22]([CH2:24][N:25]2[C:33]3[C:28](=[CH:29][C:30]([C:34](Cl)=[O:35])=[CH:31][CH:32]=3)[CH:27]=[CH:26]2)[C:21]2[CH2:20][CH:19]=[CH:18][CH2:17][C:16]=2[N:15]=1. (5) Given the product [OH:24][CH2:25][CH2:26][O:27][C:28]1[CH:35]=[CH:34][C:31]([CH:32]=[C:15]2[CH2:14][CH2:13][CH2:12][C:11]3[CH:18]=[C:7]([N:6]4[CH2:5][C@H:4]([CH2:19][NH:20][C:21](=[O:23])[CH3:22])[O:3][C:2]4=[O:1])[CH:8]=[CH:9][C:10]=3[C:16]2=[O:17])=[CH:30][CH:29]=1, predict the reactants needed to synthesize it. The reactants are: [O:1]=[C:2]1[N:6]([C:7]2[CH:8]=[CH:9][C:10]3[C:16](=[O:17])[CH2:15][CH2:14][CH2:13][CH2:12][C:11]=3[CH:18]=2)[CH2:5][C@H:4]([CH2:19][NH:20][C:21](=[O:23])[CH3:22])[O:3]1.[OH:24][CH2:25][CH2:26][O:27][C:28]1[CH:35]=[CH:34][C:31]([CH:32]=O)=[CH:30][CH:29]=1.N1CCCCC1. (6) Given the product [CH2:17]([NH:19][S:2]([C:5]1[CH:6]=[CH:7][C:8]([F:14])=[C:9]([CH:13]=1)[C:10]([OH:12])=[O:11])(=[O:4])=[O:3])[CH3:18], predict the reactants needed to synthesize it. The reactants are: Cl[S:2]([C:5]1[CH:6]=[CH:7][C:8]([F:14])=[C:9]([CH:13]=1)[C:10]([OH:12])=[O:11])(=[O:4])=[O:3].[OH-].[Na+].[CH2:17]([NH2:19])[CH3:18].Cl. (7) Given the product [CH:1]1([S:6]([CH:8]([C:17]2[CH:22]=[CH:21][C:20]([Cl:23])=[C:19]([Cl:24])[CH:18]=2)[C:9]([NH:11][C:12]2[S:13][CH:14]=[CH:15][N:16]=2)=[O:10])(=[O:26])=[O:7])[CH2:5][CH2:4][CH2:3][CH2:2]1, predict the reactants needed to synthesize it. The reactants are: [CH:1]1([S:6]([CH:8]([C:17]2[CH:22]=[CH:21][C:20]([Cl:23])=[C:19]([Cl:24])[CH:18]=2)[C:9]([NH:11][C:12]2[S:13][CH:14]=[CH:15][N:16]=2)=[O:10])=[O:7])[CH2:5][CH2:4][CH2:3][CH2:2]1.[Mn]([O-])(=O)(=O)=[O:26].[K+].